The task is: Predict the reactants needed to synthesize the given product.. This data is from Full USPTO retrosynthesis dataset with 1.9M reactions from patents (1976-2016). (1) Given the product [CH2:1]([NH:8][C:18](=[O:19])[CH2:17][Cl:16])[C:2]1[CH:7]=[CH:6][CH:5]=[CH:4][CH:3]=1, predict the reactants needed to synthesize it. The reactants are: [CH2:1]([NH2:8])[C:2]1[CH:7]=[CH:6][CH:5]=[CH:4][CH:3]=1.C(N(CC)CC)C.[Cl:16][CH2:17][C:18](Cl)=[O:19]. (2) Given the product [C:23]([O:26][C:27]([N:17]1[C:18]2[C:14](=[CH:13][CH:12]=[C:11]([N:7]3[C:8]([NH2:10])=[CH:9][C:5]([C:1]([CH3:4])([CH3:2])[CH3:3])=[N:6]3)[CH:19]=2)[CH:15]=[N:16]1)=[O:28])([CH3:25])([CH3:24])[CH3:22], predict the reactants needed to synthesize it. The reactants are: [C:1]([C:5]1[CH:9]=[C:8]([NH2:10])[N:7]([C:11]2[CH:19]=[C:18]3[C:14]([CH:15]=[N:16][NH:17]3)=[CH:13][CH:12]=2)[N:6]=1)([CH3:4])([CH3:3])[CH3:2].[OH-].[Na+].[CH3:22][C:23]([O:26][C:27](O[C:27]([O:26][C:23]([CH3:25])([CH3:24])[CH3:22])=[O:28])=[O:28])([CH3:25])[CH3:24]. (3) Given the product [CH2:1]([O:3][C:4](=[O:19])[CH2:5][CH:6]([N:10]1[C:11]2[CH:16]=[C:15]([CH3:17])[CH:14]=[CH:13][C:12]=2[NH:18][C:25]1=[O:26])[CH2:7][CH2:8][CH3:9])[CH3:2], predict the reactants needed to synthesize it. The reactants are: [CH2:1]([O:3][C:4](=[O:19])[CH2:5][CH:6]([NH:10][C:11]1[CH:16]=[C:15]([CH3:17])[CH:14]=[CH:13][C:12]=1[NH2:18])[CH2:7][CH2:8][CH3:9])[CH3:2].C1N=CN([C:25](N2C=NC=C2)=[O:26])C=1. (4) Given the product [CH3:11][N:12]([CH:4]=[C:3]([CH2:6][C:7]#[N:8])[C:1]#[N:2])[CH3:13], predict the reactants needed to synthesize it. The reactants are: [C:1]([C:3]([CH2:6][C:7]#[N:8])=[CH:4][O-])#[N:2].[K+].Cl.[CH3:11][NH:12][CH3:13]. (5) Given the product [C:1]([O:5][C:6]([N:8]([CH3:48])[C@H:9]([C:13]([NH:15][C@H:16]([C:20]([N:22]([C@@H:24]([C@@H:44]([CH3:47])[CH2:45][CH3:46])[C@H:25]([O:42][CH3:43])[CH2:26][C:27]([N:29]1[CH2:33][CH2:32][CH2:31][C@H:30]1[C@H:34]([O:40][CH3:41])[C@@H:35]([CH3:36])[C:37](=[O:39])[NH:80][C@H:81]([CH2:82][CH2:83][C:84]1[CH:85]=[CH:86][C:87]([S:90]([OH:93])(=[O:91])=[O:92])=[CH:88][CH:89]=1)[CH2:94][C:95]1[CH:96]=[CH:97][CH:98]=[CH:99][CH:100]=1)=[O:28])[CH3:23])=[O:21])[CH:17]([CH3:18])[CH3:19])=[O:14])[CH:10]([CH3:12])[CH3:11])=[O:7])([CH3:2])([CH3:4])[CH3:3], predict the reactants needed to synthesize it. The reactants are: [C:1]([O:5][C:6]([N:8]([CH3:48])[C@H:9]([C:13]([NH:15][C@H:16]([C:20]([N:22]([C@@H:24]([C@@H:44]([CH3:47])[CH2:45][CH3:46])[C@H:25]([O:42][CH3:43])[CH2:26][C:27]([N:29]1[CH2:33][CH2:32][CH2:31][C@H:30]1[C@H:34]([O:40][CH3:41])[C@H:35]([C:37]([OH:39])=O)[CH3:36])=[O:28])[CH3:23])=[O:21])[CH:17]([CH3:19])[CH3:18])=[O:14])[CH:10]([CH3:12])[CH3:11])=[O:7])([CH3:4])([CH3:3])[CH3:2].CN(C(ON1N=NC2C=CC=NC1=2)=[N+](C)C)C.F[P-](F)(F)(F)(F)F.FC(F)(F)C(O)=O.[NH2:80][C@@H:81]([CH2:94][C:95]1[CH:100]=[CH:99][CH:98]=[CH:97][CH:96]=1)[CH2:82][CH2:83][C:84]1[CH:89]=[CH:88][C:87]([S:90]([OH:93])(=[O:92])=[O:91])=[CH:86][CH:85]=1. (6) Given the product [ClH:25].[NH2:10][C@@H:5]([CH2:4][CH2:3][CH2:2][Br:1])[C:6]([OH:8])=[O:7], predict the reactants needed to synthesize it. The reactants are: [Br:1][CH2:2][CH2:3][CH2:4][C@H:5]([N:10](OC(C)(C)C)C(C(OC(C)(C)C)=O)=O)[C:6]([O:8]C)=[O:7].[ClH:25]. (7) Given the product [F:1][C:2]1[CH:3]=[C:4]([C@H:9]2[CH2:14][C@@H:13]([CH2:15][F:31])[CH2:12][CH2:11][N:10]2[C:21]([O:23][CH2:24][C:25]2[CH:30]=[CH:29][CH:28]=[CH:27][CH:26]=2)=[O:22])[CH:5]=[CH:6][C:7]=1[F:8], predict the reactants needed to synthesize it. The reactants are: [F:1][C:2]1[CH:3]=[C:4]([C@H:9]2[CH2:14][C@@H:13]([CH2:15]OS(C)(=O)=O)[CH2:12][CH2:11][N:10]2[C:21]([O:23][CH2:24][C:25]2[CH:30]=[CH:29][CH:28]=[CH:27][CH:26]=2)=[O:22])[CH:5]=[CH:6][C:7]=1[F:8].[F-:31].[Cs+]. (8) Given the product [N:20]1([CH2:2][C:3]([NH:5][C:6]2[CH:7]=[C:8]([CH:12]=[CH:13][C:14]=2[O:15][C:16]([F:19])([F:18])[F:17])[C:9]([OH:11])=[O:10])=[O:4])[CH2:25][CH2:24][O:23][CH2:22][CH2:21]1, predict the reactants needed to synthesize it. The reactants are: Cl[CH2:2][C:3]([NH:5][C:6]1[CH:7]=[C:8]([CH:12]=[CH:13][C:14]=1[O:15][C:16]([F:19])([F:18])[F:17])[C:9]([OH:11])=[O:10])=[O:4].[NH:20]1[CH2:25][CH2:24][O:23][CH2:22][CH2:21]1.C(N(CC)CC)C.[I-].[K+].